The task is: Predict the reaction yield, written as a fraction of the theoretical maximum amount of product (1.0 means a 100% yield; for example, 0.34 means a 34% yield).. This data is from Reaction yield outcomes from USPTO patents with 853,638 reactions. The reactants are [CH3:1][C@H:2]1[CH2:6][CH2:5][CH2:4][N:3]1[C:7]([C:9]1[N:17]2[C:12]([CH2:13][O:14][CH2:15][CH2:16]2)=[C:11]([C:18]([OH:20])=O)[CH:10]=1)=[O:8].ON1C2C=CC=CC=2N=N1.Cl.C(N=C=NCCCN(C)C)C.Cl.[Cl:44][C:45]1[CH:46]=[C:47]([C@H:53]([NH2:56])[CH2:54][CH3:55])[CH:48]=[N:49][C:50]=1[O:51][CH3:52].C(N(CC)CC)C. The catalyst is CN(C)C=O. The product is [Cl:44][C:45]1[CH:46]=[C:47]([C@H:53]([NH:56][C:18]([C:11]2[CH:10]=[C:9]([C:7]([N:3]3[CH2:4][CH2:5][CH2:6][C@@H:2]3[CH3:1])=[O:8])[N:17]3[CH2:16][CH2:15][O:14][CH2:13][C:12]=23)=[O:20])[CH2:54][CH3:55])[CH:48]=[N:49][C:50]=1[O:51][CH3:52]. The yield is 0.830.